Predict the reactants needed to synthesize the given product. From a dataset of Full USPTO retrosynthesis dataset with 1.9M reactions from patents (1976-2016). (1) Given the product [CH:5]1[C:6]([F:8])=[CH:7][C:2]([F:1])=[C:3]([C:9]([OH:22])([CH2:10][N:11]2[N:12]=[CH:13][N:14]=[CH:15]2)[CH2:16][N:17]2[N:18]=[CH:19][N:20]=[CH:21]2)[CH:4]=1, predict the reactants needed to synthesize it. The reactants are: [F:1][C:2]1[CH:7]=[C:6]([F:8])[CH:5]=[CH:4][C:3]=1[C:9]([O:22][Si](C)(C)C)([CH2:16][N:17]1[CH:21]=[N:20][CH:19]=[N:18]1)[CH2:10][N:11]1[CH:15]=[N:14][CH:13]=[N:12]1.CO.[OH-].[Na+]. (2) Given the product [CH2:24]([N:26]([CH2:2][CH2:3][CH2:4][CH2:5][CH2:6][CH2:7][O:8][C:9]1[CH:10]=[C:11]2[C:15](=[CH:16][CH:17]=1)[N:14]([C:18]1[CH:23]=[CH:22][CH:21]=[CH:20][CH:19]=1)[CH:13]=[CH:12]2)[CH2:27][CH2:28][OH:29])[CH3:25], predict the reactants needed to synthesize it. The reactants are: Br[CH2:2][CH2:3][CH2:4][CH2:5][CH2:6][CH2:7][O:8][C:9]1[CH:10]=[C:11]2[C:15](=[CH:16][CH:17]=1)[N:14]([C:18]1[CH:23]=[CH:22][CH:21]=[CH:20][CH:19]=1)[CH:13]=[CH:12]2.[CH2:24]([NH:26][CH2:27][CH2:28][OH:29])[CH3:25].